From a dataset of Forward reaction prediction with 1.9M reactions from USPTO patents (1976-2016). Predict the product of the given reaction. (1) Given the reactants [CH3:1][C:2]1[N:23]([CH3:24])[C:5]2[CH:6]=[C:7]([C:20](O)=[O:21])[C:8]3[CH2:9][CH2:10][CH:11]([C:14]4[CH:19]=[CH:18][CH:17]=[CH:16][CH:15]=4)[NH:12][C:13]=3[C:4]=2[N:3]=1.[CH3:25][NH2:26].O, predict the reaction product. The product is: [CH3:25][NH:26][C:20]([C:7]1[C:8]2[CH2:9][CH2:10][CH:11]([C:14]3[CH:19]=[CH:18][CH:17]=[CH:16][CH:15]=3)[NH:12][C:13]=2[C:4]2[N:3]=[C:2]([CH3:1])[N:23]([CH3:24])[C:5]=2[CH:6]=1)=[O:21]. (2) Given the reactants [CH2:1]([C:3]1[CH:4]=[C:5]([CH:10]=[CH:11][C:12]=1[N:13]([CH3:24])[C:14]1[N:19]=[CH:18][C:17]2[N:20]=[CH:21][N:22]([CH3:23])[C:16]=2[CH:15]=1)[C:6]([O:8]C)=[O:7])[CH3:2].[OH-].[Na+:26], predict the reaction product. The product is: [CH2:1]([C:3]1[CH:4]=[C:5]([CH:10]=[CH:11][C:12]=1[N:13]([CH3:24])[C:14]1[N:19]=[CH:18][C:17]2[N:20]=[CH:21][N:22]([CH3:23])[C:16]=2[CH:15]=1)[C:6]([O-:8])=[O:7])[CH3:2].[Na+:26]. (3) Given the reactants [CH2:1]([N:8]1[CH2:13][CH:12]([CH2:14][CH2:15][CH3:16])[CH:11]([C:17]2[CH:22]=[CH:21][C:20]([F:23])=[CH:19][CH:18]=2)[CH:10]([OH:24])[CH2:9]1)[C:2]1[CH:7]=[CH:6][CH:5]=[CH:4][CH:3]=1.[CH2:25]([O:32][C:33]1[C:42]2[C:37](=[CH:38][CH:39]=[CH:40][CH:41]=2)[CH:36]=[C:35]([CH2:43]Cl)[CH:34]=1)[C:26]1[CH:31]=[CH:30][CH:29]=[CH:28][CH:27]=1, predict the reaction product. The product is: [CH2:1]([N:8]1[CH2:13][CH:12]([CH2:14][CH2:15][CH3:16])[CH:11]([C:17]2[CH:22]=[CH:21][C:20]([F:23])=[CH:19][CH:18]=2)[CH:10]([O:24][CH2:43][C:35]2[CH:34]=[C:33]([O:32][CH2:25][C:26]3[CH:31]=[CH:30][CH:29]=[CH:28][CH:27]=3)[C:42]3[C:37](=[CH:38][CH:39]=[CH:40][CH:41]=3)[CH:36]=2)[CH2:9]1)[C:2]1[CH:3]=[CH:4][CH:5]=[CH:6][CH:7]=1. (4) Given the reactants [N:1]1([C:7]2[CH:28]=[CH:27][C:10]([NH:11][C:12]3[N:17]=[C:16]([C:18]4[N:22]([CH:23]([CH3:25])[CH3:24])[C:21]([CH3:26])=[N:20][CH:19]=4)[CH:15]=[CH:14][N:13]=3)=[CH:9][CH:8]=2)[CH2:6][CH2:5][NH:4][CH2:3][CH2:2]1.C(N(C(C)C)CC)(C)C.[Cl:38][CH2:39][C:40](Cl)=[O:41], predict the reaction product. The product is: [Cl:38][CH2:39][C:40]([N:4]1[CH2:5][CH2:6][N:1]([C:7]2[CH:28]=[CH:27][C:10]([NH:11][C:12]3[N:17]=[C:16]([C:18]4[N:22]([CH:23]([CH3:25])[CH3:24])[C:21]([CH3:26])=[N:20][CH:19]=4)[CH:15]=[CH:14][N:13]=3)=[CH:9][CH:8]=2)[CH2:2][CH2:3]1)=[O:41]. (5) The product is: [CH:11]1([C:10]2[CH:9]=[CH:8][C:4]([C:5]([OH:7])=[O:6])=[CH:3][C:2]=2[CH:21]=[O:22])[CH2:13][CH2:12]1. Given the reactants Br[C:2]1[CH:3]=[C:4]([CH:8]=[CH:9][C:10]=1[CH:11]1[CH2:13][CH2:12]1)[C:5]([OH:7])=[O:6].[Li]CCCC.CN(C)[CH:21]=[O:22], predict the reaction product. (6) Given the reactants [C:1]([O:5][C:6]([N:8]1[CH2:13][CH2:12][C:11]([C:14]2[CH:19]=[CH:18][CH:17]=[CH:16][C:15]=2[CH3:20])=[C:10]([C:21]([OH:23])=[O:22])[CH2:9]1)=[O:7])([CH3:4])([CH3:3])[CH3:2].C(N(CC)CC)C.CO.[H][H], predict the reaction product. The product is: [C:1]([O:5][C:6]([N:8]1[CH2:13][CH2:12][C@H:11]([C:14]2[CH:19]=[CH:18][CH:17]=[CH:16][C:15]=2[CH3:20])[C@H:10]([C:21]([OH:23])=[O:22])[CH2:9]1)=[O:7])([CH3:4])([CH3:2])[CH3:3]. (7) Given the reactants [Br:1][C:2]1[CH:10]=[C:9]2[C:5]([CH:6]=[N:7][N:8]2[S:11]([C:14]2[CH:19]=[CH:18][C:17]([CH3:20])=[CH:16][CH:15]=2)(=[O:13])=[O:12])=[C:4]([C:21]2[O:22][C:23]([CH2:26]Cl)=[N:24][N:25]=2)[CH:3]=1.[NH:28]1[CH2:33][CH2:32][O:31][CH2:30][CH2:29]1, predict the reaction product. The product is: [Br:1][C:2]1[CH:10]=[C:9]2[C:5]([CH:6]=[N:7][N:8]2[S:11]([C:14]2[CH:19]=[CH:18][C:17]([CH3:20])=[CH:16][CH:15]=2)(=[O:13])=[O:12])=[C:4]([C:21]2[O:22][C:23]([CH2:26][N:28]3[CH2:33][CH2:32][O:31][CH2:30][CH2:29]3)=[N:24][N:25]=2)[CH:3]=1.